Dataset: Reaction yield outcomes from USPTO patents with 853,638 reactions. Task: Predict the reaction yield, written as a fraction of the theoretical maximum amount of product (1.0 means a 100% yield; for example, 0.34 means a 34% yield). (1) The reactants are [CH3:1][C:2]1[O:6][N:5]=[C:4]([C:7]2[CH:12]=[CH:11][CH:10]=[CH:9][CH:8]=2)[C:3]=1[CH2:13][O:14][C:15]1[CH:23]=[CH:22][C:18]([C:19]([OH:21])=O)=[CH:17][N:16]=1.[F:24][CH:25]([F:28])[CH2:26][NH2:27]. No catalyst specified. The product is [F:24][CH:25]([F:28])[CH2:26][NH:27][C:19](=[O:21])[C:18]1[CH:22]=[CH:23][C:15]([O:14][CH2:13][C:3]2[C:4]([C:7]3[CH:8]=[CH:9][CH:10]=[CH:11][CH:12]=3)=[N:5][O:6][C:2]=2[CH3:1])=[N:16][CH:17]=1. The yield is 0.800. (2) The reactants are Cl[C:2]1[CH:7]=[C:6]([CH:8]=[O:9])[CH:5]=[CH:4][N:3]=1.[CH2:10]([S:12]([C:15]1[CH:20]=[CH:19][C:18](B(O)O)=[CH:17][CH:16]=1)(=[O:14])=[O:13])[CH3:11].C([O-])([O-])=O.[Na+].[Na+].O. The catalyst is COCCOC.C1C=CC([P]([Pd]([P](C2C=CC=CC=2)(C2C=CC=CC=2)C2C=CC=CC=2)([P](C2C=CC=CC=2)(C2C=CC=CC=2)C2C=CC=CC=2)[P](C2C=CC=CC=2)(C2C=CC=CC=2)C2C=CC=CC=2)(C2C=CC=CC=2)C2C=CC=CC=2)=CC=1. The product is [CH2:10]([S:12]([C:15]1[CH:20]=[CH:19][C:18]([C:2]2[CH:7]=[C:6]([CH:8]=[O:9])[CH:5]=[CH:4][N:3]=2)=[CH:17][CH:16]=1)(=[O:13])=[O:14])[CH3:11]. The yield is 0.980. (3) The reactants are [F:1][CH:2]([F:18])[CH2:3][NH:4][C:5]1[CH:13]=[CH:12][C:11]([C:14]([F:17])([F:16])[F:15])=[CH:10][C:6]=1[C:7]([OH:9])=O.[CH3:19]CN(C(C)C)C(C)C.C1C=[CH:30][C:31]2[N:36](O)N=N[C:32]=2[CH:33]=1.CCN=C=NCCCN(C)C. The catalyst is C(Cl)Cl. The product is [F:18][CH:2]([F:1])[CH2:3][NH:4][C:5]1[CH:13]=[CH:12][C:11]([C:14]([F:17])([F:16])[F:15])=[CH:10][C:6]=1[C:7]([NH:36][C:31]([CH3:30])([C:32]#[CH:33])[CH3:19])=[O:9]. The yield is 0.350. (4) The yield is 0.400. The product is [C:13]1([CH:7]([C:1]2[CH:2]=[CH:3][CH:4]=[CH:5][CH:6]=2)[N:8]2[CH2:11][CH:10]([O:12][C:22]3[CH:27]=[CH:26][C:25]([N+:28]([O-:30])=[O:29])=[CH:24][CH:23]=3)[CH2:9]2)[CH:14]=[CH:15][CH:16]=[CH:17][CH:18]=1. The reactants are [C:1]1([CH:7]([C:13]2[CH:18]=[CH:17][CH:16]=[CH:15][CH:14]=2)[N:8]2[CH2:11][CH:10]([OH:12])[CH2:9]2)[CH:6]=[CH:5][CH:4]=[CH:3][CH:2]=1.[H-].[Na+].F[C:22]1[CH:27]=[CH:26][C:25]([N+:28]([O-:30])=[O:29])=[CH:24][CH:23]=1.O. The catalyst is C1COCC1. (5) The reactants are CC[O-].[Na+].O=[C:6]1[CH2:13][CH2:12][CH2:11][CH2:10][CH2:9][CH2:8][CH:7]1[C:14]([O:16]CC)=O.[NH2:19][C:20]([NH2:22])=[S:21].Cl. The catalyst is CCO. The product is [SH:21][C:20]1[N:19]=[C:14]([OH:16])[C:7]2[CH2:8][CH2:9][CH2:10][CH2:11][CH2:12][CH2:13][C:6]=2[N:22]=1. The yield is 0.630. (6) The yield is 0.130. The catalyst is C(OCC)(=O)C. The product is [CH3:26][O:27][C:28]1[CH:33]=[CH:32][C:31]2[NH:34][C:23]([CH2:22][CH:17]3[CH2:18][CH2:19][CH2:20][CH2:21][N:16]3[C:14]([C:9]3[N:10]=[C:11]([CH3:13])[S:12][C:8]=3[C:5]3[CH:4]=[CH:3][C:2]([F:1])=[CH:7][CH:6]=3)=[O:15])=[N:35][C:30]=2[CH:29]=1. The reactants are [F:1][C:2]1[CH:7]=[CH:6][C:5]([C:8]2[S:12][C:11]([CH3:13])=[N:10][C:9]=2[C:14]([N:16]2[CH2:21][CH2:20][CH2:19][CH2:18][CH:17]2[CH2:22][C:23](O)=O)=[O:15])=[CH:4][CH:3]=1.[CH3:26][O:27][C:28]1[CH:29]=[C:30]([NH2:35])[C:31]([NH2:34])=[CH:32][CH:33]=1. (7) The reactants are [CH3:1][O:2][C:3](=[O:18])[CH:4]([C:11]1[CH:16]=[CH:15][C:14](I)=[CH:13][CH:12]=1)[CH2:5][CH:6]1[CH2:10][CH2:9][CH2:8][CH2:7]1.[C:19]([C:21]1([OH:27])[CH2:26][CH2:25][CH2:24][CH2:23][CH2:22]1)#[CH:20]. The catalyst is CN(C)C=O.C1C=CC(P(C2C=CC=CC=2)C2C=CC=CC=2)=CC=1.C1C=CC(P(C2C=CC=CC=2)C2C=CC=CC=2)=CC=1.Cl[Pd]Cl.C(N(CC)CC)C.[I-]. The product is [CH3:1][O:2][C:3](=[O:18])[CH:4]([C:11]1[CH:16]=[CH:15][C:14]([C:20]#[C:19][C:21]2([OH:27])[CH2:26][CH2:25][CH2:24][CH2:23][CH2:22]2)=[CH:13][CH:12]=1)[CH2:5][CH:6]1[CH2:10][CH2:9][CH2:8][CH2:7]1. The yield is 0.980. (8) The reactants are [CH3:1][O:2][C:3](=[O:29])[C:4]1[CH:9]=[CH:8][CH:7]=[C:6]([CH2:10][N:11]2[CH2:15][C@@H:14]([C:16]3[CH:21]=[CH:20][CH:19]=[CH:18][CH:17]=3)[N:13]([CH:22]3[CH2:27][CH2:26][NH:25][CH2:24][CH2:23]3)[C:12]2=[O:28])[CH:5]=1.Br[CH2:31][C:32]1[CH:46]=[CH:45][C:35]([C:36]([NH:38][CH:39]2[CH2:44][CH2:43][CH2:42][CH2:41][CH2:40]2)=[O:37])=[CH:34][CH:33]=1.CCN(C(C)C)C(C)C. The catalyst is CC#N. The product is [CH3:1][O:2][C:3](=[O:29])[C:4]1[CH:9]=[CH:8][CH:7]=[C:6]([CH2:10][N:11]2[CH2:15][C@@H:14]([C:16]3[CH:21]=[CH:20][CH:19]=[CH:18][CH:17]=3)[N:13]([CH:22]3[CH2:27][CH2:26][N:25]([CH2:31][C:32]4[CH:33]=[CH:34][C:35]([C:36](=[O:37])[NH:38][CH:39]5[CH2:40][CH2:41][CH2:42][CH2:43][CH2:44]5)=[CH:45][CH:46]=4)[CH2:24][CH2:23]3)[C:12]2=[O:28])[CH:5]=1. The yield is 0.690.